Dataset: Full USPTO retrosynthesis dataset with 1.9M reactions from patents (1976-2016). Task: Predict the reactants needed to synthesize the given product. (1) Given the product [CH3:1][C:2]([CH3:30])([CH3:29])[CH2:3][CH:4]([C:9]1[C:10]([CH3:28])=[N:11][C:12]([N:22]2[CH2:27][CH2:26][CH2:25][CH2:24][CH2:23]2)=[N:13][C:14]=1[C:15]1[CH:20]=[CH:19][C:18]([CH3:21])=[CH:17][CH:16]=1)[C:5]([OH:7])=[O:6], predict the reactants needed to synthesize it. The reactants are: [CH3:1][C:2]([CH3:30])([CH3:29])[CH2:3][CH:4]([C:9]1[C:10]([CH3:28])=[N:11][C:12]([N:22]2[CH2:27][CH2:26][CH2:25][CH2:24][CH2:23]2)=[N:13][C:14]=1[C:15]1[CH:20]=[CH:19][C:18]([CH3:21])=[CH:17][CH:16]=1)[C:5]([O:7]C)=[O:6].[OH-].[Na+]. (2) Given the product [Si:1]([O:18][CH2:19][C:20]1[O:24][C:23]([C:25]2[CH:26]=[CH:27][CH:28]=[CH:29][CH:30]=2)=[N:22][C:21]=1[CH2:31][O:32][C:63]1[CH:62]=[CH:61][C:60]([O:59][CH2:58][C:48]2[N:49]=[C:50]([C:52]3[CH:57]=[CH:56][CH:55]=[CH:54][CH:53]=3)[O:51][C:47]=2[CH3:46])=[CH:65][CH:64]=1)([C:14]([CH3:15])([CH3:16])[CH3:17])([C:8]1[CH:9]=[CH:10][CH:11]=[CH:12][CH:13]=1)[C:2]1[CH:7]=[CH:6][CH:5]=[CH:4][CH:3]=1, predict the reactants needed to synthesize it. The reactants are: [Si:1]([O:18][CH2:19][C:20]1[O:24][C:23]([C:25]2[CH:30]=[CH:29][CH:28]=[CH:27][CH:26]=2)=[N:22][C:21]=1[CH2:31][OH:32])([C:14]([CH3:17])([CH3:16])[CH3:15])([C:8]1[CH:13]=[CH:12][CH:11]=[CH:10][CH:9]=1)[C:2]1[CH:7]=[CH:6][CH:5]=[CH:4][CH:3]=1.C(P(CCCC)CCCC)CCC.[CH3:46][C:47]1[O:51][C:50]([C:52]2[CH:57]=[CH:56][CH:55]=[CH:54][CH:53]=2)=[N:49][C:48]=1[CH2:58][O:59][C:60]1[CH:65]=[CH:64][C:63](O)=[CH:62][CH:61]=1.N(C(N1CCCCC1)=O)=NC(N1CCCCC1)=O. (3) Given the product [NH2:8][C@@H:9]([CH:13]1[CH2:18][CH2:17][CH2:16][CH2:15][CH2:14]1)[C:10]([N:59]1[C@H:58]([C:56]([NH:55][C@H:48]2[C:49]3[C:54](=[CH:53][CH:52]=[CH:51][CH:50]=3)[O:45][CH2:46][CH2:47]2)=[O:57])[CH2:63][N:62]2[CH2:64][CH2:65][CH2:66][C@@H:61]2[CH2:60]1)=[O:11], predict the reactants needed to synthesize it. The reactants are: C(OC([NH:8][C@@H:9]([CH:13]1[CH2:18][CH2:17][CH2:16][CH2:15][CH2:14]1)[C:10](O)=[O:11])=O)(C)(C)C.F[P-](F)(F)(F)(F)F.N1(OC(N(C)C)=[N+](C)C)C2N=CC=CC=2N=N1.Cl.Cl.[O:45]1[C:54]2[C:49](=[CH:50][CH:51]=[CH:52][CH:53]=2)[C@H:48]([NH:55][C:56]([C@@H:58]2[CH2:63][N:62]3[CH2:64][CH2:65][CH2:66][C@@H:61]3[CH2:60][NH:59]2)=[O:57])[CH2:47][CH2:46]1.C(N(C(C)C)C(C)C)C. (4) Given the product [C:7]([N:1]1[CH2:6][CH2:5][N:4]([C:10]([O:11][N:12]2[C:16](=[O:17])[CH2:15][CH2:14][C:13]2=[O:18])=[O:19])[CH2:3][CH2:2]1)(=[O:9])[CH3:8], predict the reactants needed to synthesize it. The reactants are: [N:1]1([C:7](=[O:9])[CH3:8])[CH2:6][CH2:5][NH:4][CH2:3][CH2:2]1.[C:10](=O)([O:19]N1C(=O)CCC1=O)[O:11][N:12]1[C:16](=[O:17])[CH2:15][CH2:14][C:13]1=[O:18].C(N(CC)CC)C. (5) Given the product [NH2:1][C:2]1[N:6]([CH3:7])[C:5](=[O:8])[C:4]([C:15]2[CH:20]=[CH:19][CH:18]=[C:17]([C:30]3[CH:38]=[CH:37][C:33]4[CH2:34][CH2:35][O:36][C:32]=4[CH:31]=3)[CH:16]=2)([C:9]2[CH:14]=[CH:13][CH:12]=[CH:11][CH:10]=2)[N:3]=1, predict the reactants needed to synthesize it. The reactants are: [NH2:1][C:2]1[N:6]([CH3:7])[C:5](=[O:8])[C:4]([C:15]2[CH:20]=[CH:19][CH:18]=[C:17](Br)[CH:16]=2)([C:9]2[CH:14]=[CH:13][CH:12]=[CH:11][CH:10]=2)[N:3]=1.CC1(C)C(C)(C)OB([C:30]2[CH:38]=[CH:37][C:33]3[CH2:34][CH2:35][O:36][C:32]=3[CH:31]=2)O1.ClCCl.N. (6) The reactants are: O[CH2:2][C:3]([C:5]1[CH:6]=[C:7]([OH:12])[C:8](=[CH:10][CH:11]=1)[OH:9])=O.[Na].[Cl-].[H][H].[CH3:17][OH:18]. Given the product [CH:11]1[C:5]([CH2:3][CH2:2][CH2:17][OH:18])=[CH:6][C:7]([OH:12])=[C:8]([OH:9])[CH:10]=1, predict the reactants needed to synthesize it.